From a dataset of Catalyst prediction with 721,799 reactions and 888 catalyst types from USPTO. Predict which catalyst facilitates the given reaction. (1) Reactant: Cl[C:2]1[CH:7]=[N:6][CH:5]=[C:4]([C:8]#[N:9])[N:3]=1.[CH3:10][NH:11][CH3:12].C(#N)C.C1COCC1. Product: [C:8]([C:4]1[CH:5]=[N:6][CH:7]=[C:2]([N:11]([CH3:12])[CH3:10])[N:3]=1)#[N:9]. The catalyst class is: 69. (2) Reactant: [F:1][C:2]1[CH:3]=[CH:4][C:5]2[N:10]([C:11]3[CH:16]=[CH:15][CH:14]=[CH:13][C:12]=3[F:17])[S:9](=[O:19])(=[O:18])[CH:8]([CH2:20][CH2:21][CH2:22][NH:23][CH3:24])[CH2:7][C:6]=2[CH:25]=1.BrC1C=CC([F:33])=CC=1CCS(Cl)(=O)=O.FC1C(F)=CC=CC=1N.CN(C)CC. Product: [F:17][C:12]1[C:13]([F:33])=[CH:14][CH:15]=[CH:16][C:11]=1[N:10]1[C:5]2[CH:4]=[CH:3][C:2]([F:1])=[CH:25][C:6]=2[CH2:7][CH:8]([CH2:20][CH2:21][CH2:22][NH:23][CH3:24])[S:9]1(=[O:19])=[O:18]. The catalyst class is: 5. (3) Reactant: Cl[CH2:2][C:3]1[N:8]=[C:7]([NH:9][C:10](=[O:16])[O:11][CH2:12][CH2:13][C:14]#[CH:15])[CH:6]=[CH:5][CH:4]=1.[I-].[K+].[C:19](/[C:21](=[N:28]\[O-:29])/[C:22]1[CH:27]=[CH:26][CH:25]=[CH:24][CH:23]=1)#[N:20].[Na+]. Product: [CH2:12]([O:11][C:10](=[O:16])[NH:9][C:7]1[CH:6]=[CH:5][CH:4]=[C:3]([CH2:2][O:29]/[N:28]=[C:21](\[C:19]#[N:20])/[C:22]2[CH:27]=[CH:26][CH:25]=[CH:24][CH:23]=2)[N:8]=1)[CH2:13][C:14]#[CH:15]. The catalyst class is: 444. (4) Reactant: [F:1][C:2]1[CH:7]=[CH:6][N:5]=[C:4]([NH2:8])[CH:3]=1.Cl[CH2:10][C:11](=O)[CH2:12][C:13]([O:15][CH2:16][CH3:17])=[O:14]. Product: [F:1][C:2]1[CH:7]=[CH:6][N:5]2[CH:10]=[C:11]([CH2:12][C:13]([O:15][CH2:16][CH3:17])=[O:14])[N:8]=[C:4]2[CH:3]=1. The catalyst class is: 1. (5) Reactant: [CH2:1]([O:8][C:9]([NH:11][C@H:12]([C:24]([OH:26])=O)[CH2:13][CH2:14][CH2:15][NH:16][C:17]([O:19][C:20]([CH3:23])([CH3:22])[CH3:21])=[O:18])=[O:10])[C:2]1[CH:7]=[CH:6][CH:5]=[CH:4][CH:3]=1.[NH2:27][CH2:28][CH2:29][CH2:30][C@H:31]([NH:57][C:58](=[O:64])[O:59][C:60]([CH3:63])([CH3:62])[CH3:61])[CH2:32][C:33]([NH:35][CH2:36][C@@H:37]([NH:49][C:50]([O:52][C:53]([CH3:56])([CH3:55])[CH3:54])=[O:51])[CH2:38][CH2:39][CH2:40][NH:41][C:42]([O:44][C:45]([CH3:48])([CH3:47])[CH3:46])=[O:43])=[O:34].C(Cl)CCl.C1C=CC2N(O)N=NC=2C=1. Product: [C:60]([O:59][C:58]([NH:57][C@H:31]([CH2:32][C:33](=[O:34])[NH:35][CH2:36][C@@H:37]([NH:49][C:50]([O:52][C:53]([CH3:56])([CH3:55])[CH3:54])=[O:51])[CH2:38][CH2:39][CH2:40][NH:41][C:42](=[O:43])[O:44][C:45]([CH3:48])([CH3:46])[CH3:47])[CH2:30][CH2:29][CH2:28][NH:27][C:24](=[O:26])[C@@H:12]([NH:11][C:9](=[O:10])[O:8][CH2:1][C:2]1[CH:3]=[CH:4][CH:5]=[CH:6][CH:7]=1)[CH2:13][CH2:14][CH2:15][NH:16][C:17]([O:19][C:20]([CH3:21])([CH3:22])[CH3:23])=[O:18])=[O:64])([CH3:61])([CH3:62])[CH3:63]. The catalyst class is: 9. (6) Reactant: [C:1]([O:5][C:6]([NH:8][C@H:9]1[CH2:14][C@@H:13]([CH3:15])[CH2:12][N:11]([C:16]2[CH:21]=[CH:20][N:19]=[CH:18][C:17]=2[NH:22][C:23]([C:25]2[C:29]3=[N:30][CH:31]=[C:32]([CH:34]=[CH2:35])[CH:33]=[C:28]3[O:27][C:26]=2[NH:36][C:37](=[O:43])[O:38][C:39]([CH3:42])([CH3:41])[CH3:40])=[O:24])[CH2:10]1)=[O:7])([CH3:4])([CH3:3])[CH3:2]. Product: [C:39]([O:38][C:37]([NH:36][C:26]1[O:27][C:28]2[C:29](=[N:30][CH:31]=[C:32]([CH2:34][CH3:35])[CH:33]=2)[C:25]=1[C:23]([NH:22][C:17]1[CH:18]=[N:19][CH:20]=[CH:21][C:16]=1[N:11]1[CH2:12][C@H:13]([CH3:15])[CH2:14][C@H:9]([NH:8][C:6](=[O:7])[O:5][C:1]([CH3:2])([CH3:4])[CH3:3])[CH2:10]1)=[O:24])=[O:43])([CH3:40])([CH3:41])[CH3:42]. The catalyst class is: 19. (7) Reactant: [Br:1][C:2]1[CH:3]=[C:4]([C:8]2([C:14]#[N:15])[CH2:13][CH2:12][CH2:11][CH2:10][CH2:9]2)[CH:5]=[CH:6][CH:7]=1.[OH-:16].[K+]. Product: [Br:1][C:2]1[CH:3]=[C:4]([C:8]2([C:14]([NH2:15])=[O:16])[CH2:13][CH2:12][CH2:11][CH2:10][CH2:9]2)[CH:5]=[CH:6][CH:7]=1. The catalyst class is: 107. (8) The catalyst class is: 6. Product: [Cl:35][C:28]1[CH:29]=[CH:30][C:31]([C:33]#[N:34])=[CH:32][C:27]=1[C:25]([NH:24][C:21]1[CH:22]=[CH:23][C:18]([CH2:17][C@@H:4]([C:3]([OH:36])=[O:2])[NH:5][C:6]([C:8]2([CH2:13][CH2:14][O:15][CH3:16])[CH2:12][CH2:11][CH2:10][CH2:9]2)=[O:7])=[CH:19][CH:20]=1)=[O:26]. Reactant: C[O:2][C:3](=[O:36])[C@H:4]([CH2:17][C:18]1[CH:23]=[CH:22][C:21]([NH:24][C:25]([C:27]2[CH:32]=[C:31]([C:33]#[N:34])[CH:30]=[CH:29][C:28]=2[Cl:35])=[O:26])=[CH:20][CH:19]=1)[NH:5][C:6]([C:8]1([CH2:13][CH2:14][O:15][CH3:16])[CH2:12][CH2:11][CH2:10][CH2:9]1)=[O:7].[I-].[Li+].N1C=CC=CC=1. (9) Reactant: FC(F)(F)S(O[CH2:7][C:8]([F:16])([F:15])[C:9]1[CH:14]=[CH:13][CH:12]=[CH:11][N:10]=1)(=O)=O.[CH2:19]([O:21][C:22](=[O:33])[CH2:23][C:24]1[C:25](=[O:32])[N:26]([NH2:31])[CH2:27][CH2:28][C:29]=1[CH3:30])[CH3:20].C(C1C=C(C)C=C(C(C)(C)C)N=1)(C)(C)C. Product: [CH2:19]([O:21][C:22](=[O:33])[CH2:23][C:24]1[C:25](=[O:32])[N:26]([NH:31][CH2:7][C:8]([F:16])([F:15])[C:9]2[CH:14]=[CH:13][CH:12]=[CH:11][N:10]=2)[CH2:27][CH2:28][C:29]=1[CH3:30])[CH3:20]. The catalyst class is: 26. (10) Reactant: [C:1]([C:3]1[C:8]([O:9][CH2:10][C:11]([O:13][CH2:14][CH3:15])=[O:12])=[N:7][C:6]([N:16]2[CH2:21][CH2:20][O:19][CH2:18][CH2:17]2)=[C:5]2[CH2:22][O:23][C:24]([CH3:27])([CH3:26])[CH2:25][C:4]=12)#[N:2].C(=O)([O-])[O-].[Cs+].[Cs+]. Product: [NH2:2][C:1]1[C:3]2[C:8](=[N:7][C:6]([N:16]3[CH2:17][CH2:18][O:19][CH2:20][CH2:21]3)=[C:5]3[CH2:22][O:23][C:24]([CH3:26])([CH3:27])[CH2:25][C:4]3=2)[O:9][C:10]=1[C:11]([O:13][CH2:14][CH3:15])=[O:12]. The catalyst class is: 3.